Dataset: Forward reaction prediction with 1.9M reactions from USPTO patents (1976-2016). Task: Predict the product of the given reaction. (1) Given the reactants [F:1][C:2]1[CH:24]=[CH:23][C:22]([C:25]2[C:26]([CH3:39])=[N:27][C:28]([O:31][CH2:32][CH2:33][CH2:34][S:35]([CH3:38])(=[O:37])=[O:36])=[CH:29][CH:30]=2)=[CH:21][C:3]=1[CH2:4][NH:5][C:6]1[N:11]=[CH:10][C:9]2[CH:12]3[CH:15]([C:16]([O:18]CC)=[O:17])[CH:13]3[CH2:14][C:8]=2[CH:7]=1.O.[Li+].[OH-].Cl, predict the reaction product. The product is: [F:1][C:2]1[CH:24]=[CH:23][C:22]([C:25]2[C:26]([CH3:39])=[N:27][C:28]([O:31][CH2:32][CH2:33][CH2:34][S:35]([CH3:38])(=[O:36])=[O:37])=[CH:29][CH:30]=2)=[CH:21][C:3]=1[CH2:4][NH:5][C:6]1[N:11]=[CH:10][C:9]2[CH:12]3[CH:15]([C:16]([OH:18])=[O:17])[CH:13]3[CH2:14][C:8]=2[CH:7]=1. (2) Given the reactants [Cl:1][C:2]1[CH:7]=[CH:6][C:5]([C:8]2[N:12]([C:13]3[CH:19]=[CH:18][CH:17]=[CH:16][C:14]=3[NH2:15])[N:11]=[C:10]([CH:20]3[CH2:25][C:24]([CH3:27])([CH3:26])[O:23][C:22]([CH3:29])([CH3:28])[CH2:21]3)[CH:9]=2)=[CH:4][CH:3]=1.C=O.[C:32]([BH3-])#N.[Na+].C([O-])(O)=O.[Na+], predict the reaction product. The product is: [Cl:1][C:2]1[CH:7]=[CH:6][C:5]([C:8]2[N:12]([C:13]3[CH:19]=[CH:18][CH:17]=[CH:16][C:14]=3[NH:15][CH3:32])[N:11]=[C:10]([CH:20]3[CH2:25][C:24]([CH3:27])([CH3:26])[O:23][C:22]([CH3:29])([CH3:28])[CH2:21]3)[CH:9]=2)=[CH:4][CH:3]=1. (3) Given the reactants [CH3:1]S(OCC1CCOCC1)(=O)=O.[H-].[Na+].[O:15]1[CH2:20][CH2:19][CH:18]([CH2:21][N:22]2[C:30]3[C:25](=[CH:26][C:27]([C:31]([OH:33])=[O:32])=[CH:28][CH:29]=3)[C:24]([C:34]([CH:36]3[C:38]([CH3:40])([CH3:39])[C:37]3([CH3:42])[CH3:41])=[O:35])=[CH:23]2)[CH2:17][CH2:16]1.N, predict the reaction product. The product is: [O:15]1[CH2:20][CH2:19][CH:18]([CH2:21][N:22]2[C:30]3[C:25](=[CH:26][C:27]([C:31]([O:33][CH3:1])=[O:32])=[CH:28][CH:29]=3)[C:24]([C:34]([CH:36]3[C:38]([CH3:40])([CH3:39])[C:37]3([CH3:42])[CH3:41])=[O:35])=[CH:23]2)[CH2:17][CH2:16]1. (4) Given the reactants [C:1]([O:5][C:6](=[O:22])[NH:7][CH2:8][CH2:9][C:10]1[CH:15]=[CH:14][C:13]([C:16]2[N:17]=[C:18]([NH2:21])[S:19][CH:20]=2)=[CH:12][CH:11]=1)([CH3:4])([CH3:3])[CH3:2].[C:23](OC(=O)C)(=[O:25])[CH3:24].N1C=CC=CC=1, predict the reaction product. The product is: [C:23]([NH:21][C:18]1[S:19][CH:20]=[C:16]([C:13]2[CH:14]=[CH:15][C:10]([CH2:9][CH2:8][NH:7][C:6](=[O:22])[O:5][C:1]([CH3:4])([CH3:2])[CH3:3])=[CH:11][CH:12]=2)[N:17]=1)(=[O:25])[CH3:24]. (5) Given the reactants [CH:1]([C:4]1[CH:8]=[C:7]([CH2:9][NH2:10])[O:6][N:5]=1)([CH3:3])[CH3:2].C([N:19]=[C:20]=[S:21])(=O)C1C=CC=CC=1, predict the reaction product. The product is: [CH:1]([C:4]1[CH:8]=[C:7]([CH2:9][NH:10][C:20]([NH2:19])=[S:21])[O:6][N:5]=1)([CH3:3])[CH3:2].